Dataset: Peptide-MHC class II binding affinity with 134,281 pairs from IEDB. Task: Regression. Given a peptide amino acid sequence and an MHC pseudo amino acid sequence, predict their binding affinity value. This is MHC class II binding data. (1) The MHC is DRB1_0301 with pseudo-sequence DRB1_0301. The binding affinity (normalized) is 0.0857. The peptide sequence is RRCKNIPQPVRALLE. (2) The peptide sequence is EKMYFAATQFEPLAA. The MHC is DRB1_0101 with pseudo-sequence DRB1_0101. The binding affinity (normalized) is 0.685. (3) The peptide sequence is YTDVFSLDPTFTIETT. The MHC is HLA-DPA10301-DPB10402 with pseudo-sequence HLA-DPA10301-DPB10402. The binding affinity (normalized) is 0.236. (4) The peptide sequence is VNPIASTNDDEVLIE. The binding affinity (normalized) is 0.478. The MHC is DRB3_0301 with pseudo-sequence DRB3_0301. (5) The peptide sequence is LHDLKIAIANIIDEI. The MHC is DRB1_0101 with pseudo-sequence DRB1_0101. The binding affinity (normalized) is 0.741. (6) The peptide sequence is TDDNEEPIAPYHFDLSGHAF. The MHC is DRB1_1501 with pseudo-sequence DRB1_1501. The binding affinity (normalized) is 0.408. (7) The peptide sequence is RGLSSRKRRSHDVLT. The MHC is DRB1_0901 with pseudo-sequence DRB1_0901. The binding affinity (normalized) is 0.